Dataset: Reaction yield outcomes from USPTO patents with 853,638 reactions. Task: Predict the reaction yield, written as a fraction of the theoretical maximum amount of product (1.0 means a 100% yield; for example, 0.34 means a 34% yield). (1) The reactants are [Si:1]([O:18][CH2:19][CH2:20][N:21]([CH2:42][CH:43]([OH:65])[CH2:44]OC(C1C=CC=CC=1)(C1C=CC=CC=1)C1C=CC=CC=1)[CH2:22][CH2:23][O:24][Si:25]([C:38]([CH3:41])([CH3:40])[CH3:39])([C:32]1[CH:37]=[CH:36][CH:35]=[CH:34][CH:33]=1)[C:26]1[CH:31]=[CH:30][CH:29]=[CH:28][CH:27]=1)([C:14]([CH3:17])([CH3:16])[CH3:15])([C:8]1[CH:13]=[CH:12][CH:11]=[CH:10][CH:9]=1)[C:2]1[CH:7]=[CH:6][CH:5]=[CH:4][CH:3]=1.C(O)=[O:67].C([O-])(O)=O.[Na+]. The catalyst is C(OCC)C. The product is [Si:25]([O:24][CH2:23][CH2:22][N:21]([CH:42]([OH:67])[CH:43]([OH:65])[CH3:44])[CH2:20][CH2:19][O:18][Si:1]([C:14]([CH3:15])([CH3:16])[CH3:17])([C:2]1[CH:3]=[CH:4][CH:5]=[CH:6][CH:7]=1)[C:8]1[CH:13]=[CH:12][CH:11]=[CH:10][CH:9]=1)([C:38]([CH3:41])([CH3:39])[CH3:40])([C:32]1[CH:37]=[CH:36][CH:35]=[CH:34][CH:33]=1)[C:26]1[CH:31]=[CH:30][CH:29]=[CH:28][CH:27]=1. The yield is 0.670. (2) The yield is 0.110. No catalyst specified. The reactants are C([O:5][C:6](=[O:49])[C:7]1[CH:12]=[CH:11][CH:10]=[C:9]([CH2:13][CH:14]([NH:28][C:29](=[O:46])[CH2:30][N:31]2[CH2:36][CH2:35][CH:34]([CH2:37][NH:38]C(OC(C)(C)C)=O)[CH2:33][CH2:32]2)[B:15]2OC3C(C)(C4CC(C3)C4(C)C)[O:16]2)[C:8]=1[O:47]C)(C)(C)C.B(Cl)(Cl)Cl. The product is [NH2:38][CH2:37][CH:34]1[CH2:35][CH2:36][N:31]([CH2:30][C:29]([NH:28][CH:14]2[CH2:13][C:9]3[CH:10]=[CH:11][CH:12]=[C:7]([C:6]([OH:5])=[O:49])[C:8]=3[O:47][B:15]2[OH:16])=[O:46])[CH2:32][CH2:33]1. (3) The reactants are CC1(C)C(C)(C)OB([C:9]2[CH:18]=[C:17]3[C:12]([CH:13]=[C:14]([NH:19][C:20]([CH:22]4[CH2:24][CH2:23]4)=[O:21])[N:15]=[CH:16]3)=[CH:11][CH:10]=2)O1.Br[C:27]1[C:28]([CH3:34])=[C:29]([NH2:33])[CH:30]=[N:31][CH:32]=1.C(=O)([O-])[O-].[Cs+].[Cs+].O1CCOCC1.O.C(=O)(O)[O-].[Na+]. The catalyst is CC(P(C(C)(C)C)C1C=CC(N(C)C)=CC=1)(C)C.CC(P(C(C)(C)C)C1C=CC(N(C)C)=CC=1)(C)C.Cl[Pd]Cl. The product is [NH2:33][C:29]1[C:28]([CH3:34])=[C:27]([C:9]2[CH:18]=[C:17]3[C:12]([CH:13]=[C:14]([NH:19][C:20]([CH:22]4[CH2:23][CH2:24]4)=[O:21])[N:15]=[CH:16]3)=[CH:11][CH:10]=2)[CH:32]=[N:31][CH:30]=1. The yield is 0.370. (4) The reactants are [C:1]([O:5][C:6](=[O:19])[NH:7][CH2:8][CH2:9][C:10]1[CH:15]=[C:14]([F:16])[C:13]([OH:17])=[C:12]([F:18])[CH:11]=1)([CH3:4])([CH3:3])[CH3:2].Cl[C:21]1[CH:28]=[CH:27][C:24]([C:25]#[N:26])=[CH:23][N:22]=1.[H-].[Na+].O. The catalyst is CS(C)=O. The product is [C:1]([O:5][C:6](=[O:19])[NH:7][CH2:8][CH2:9][C:10]1[CH:15]=[C:14]([F:16])[C:13]([O:17][C:21]2[CH:28]=[CH:27][C:24]([C:25]#[N:26])=[CH:23][N:22]=2)=[C:12]([F:18])[CH:11]=1)([CH3:4])([CH3:2])[CH3:3]. The yield is 0.510.